Dataset: Forward reaction prediction with 1.9M reactions from USPTO patents (1976-2016). Task: Predict the product of the given reaction. (1) Given the reactants [C:1]([C:4]1[O:5][C:6]2[C:12]([OH:13])=[CH:11][CH:10]=[CH:9][C:7]=2[CH:8]=1)(=[O:3])[CH3:2].C1(C)C=CC=CC=1.[C:21]([O:24][C@@H:25]1[C@@H:30]([O:31][C:32](=[O:34])[CH3:33])[C@H:29]([O:35][C:36](=[O:38])[CH3:37])[CH2:28][S:27][CH:26]1Br)(=[O:23])[CH3:22].[OH-].[Na+], predict the reaction product. The product is: [C:21]([O:24][C@@H:25]1[C@@H:30]([O:31][C:32](=[O:34])[CH3:33])[C@H:29]([O:35][C:36](=[O:38])[CH3:37])[CH2:28][S:27][C@H:26]1[O:13][C:12]1[C:6]2[O:5][C:4]([C:1](=[O:3])[CH3:2])=[CH:8][C:7]=2[CH:9]=[CH:10][CH:11]=1)(=[O:23])[CH3:22]. (2) Given the reactants [ClH:1].Cl.FC1C=CC(C2C=NC(N3CCNCC3)=NC=2)=CC=1.[N:22]1[CH:27]=[CH:26][CH:25]=[C:24]([C:28]2[CH:29]=[N:30][C:31]([N:34]3[CH2:39][CH2:38][N:37](C(O)=O)[CH2:36][CH2:35]3)=[N:32][CH:33]=2)[CH:23]=1, predict the reaction product. The product is: [ClH:1].[ClH:1].[ClH:1].[N:34]1([C:31]2[N:32]=[CH:33][C:28]([C:24]3[CH:23]=[N:22][CH:27]=[CH:26][CH:25]=3)=[CH:29][N:30]=2)[CH2:35][CH2:36][NH:37][CH2:38][CH2:39]1. (3) Given the reactants Br[C:2]1[CH:7]=[CH:6][CH:5]=[C:4]([F:8])[C:3]=1[C:9]([F:12])([F:11])[F:10].C(=O)([O-])[O-].[Cs+].[Cs+].[N:19]1[CH:24]=[CH:23][C:22](B(O)O)=[CH:21][CH:20]=1.[Cl-].[NH4+], predict the reaction product. The product is: [F:8][C:4]1[C:3]([C:9]([F:12])([F:11])[F:10])=[C:2]([C:22]2[CH:23]=[CH:24][N:19]=[CH:20][CH:21]=2)[CH:7]=[CH:6][CH:5]=1.